Task: Predict the product of the given reaction.. Dataset: Forward reaction prediction with 1.9M reactions from USPTO patents (1976-2016) (1) Given the reactants [Br:1][C:2]1[CH:3]=[C:4]([CH:6]=[CH:7][CH:8]=1)[NH2:5].[CH:9](OCC)(OCC)OCC.[N+:19]([CH2:22]C(OCC)=O)([O-])=O.[C:28]([OH:31])(=[O:30])[CH3:29], predict the reaction product. The product is: [Br:1][C:2]1[CH:3]=[C:4]([N:5]2[CH:9]=[C:29]([C:28]([OH:31])=[O:30])[N:19]=[CH:22]2)[CH:6]=[CH:7][CH:8]=1. (2) Given the reactants Cl.[F:2][C:3]1[CH:8]=[CH:7][C:6]([C:9]2[O:13][N:12]=[C:11]([C@@H:14]3[CH2:19][CH2:18][CH2:17][NH:16][CH2:15]3)[N:10]=2)=[CH:5][CH:4]=1.C(N(CC)CC)C.[F:27][C:28]1[CH:36]=[CH:35][C:31]([C:32](Cl)=[O:33])=[CH:30][CH:29]=1.O, predict the reaction product. The product is: [F:27][C:28]1[CH:36]=[CH:35][C:31]([C:32]([N:16]2[CH2:17][CH2:18][CH2:19][C@@H:14]([C:11]3[N:10]=[C:9]([C:6]4[CH:7]=[CH:8][C:3]([F:2])=[CH:4][CH:5]=4)[O:13][N:12]=3)[CH2:15]2)=[O:33])=[CH:30][CH:29]=1. (3) Given the reactants O.O.O.[F-].C([N+](CCCC)(CCCC)CCCC)CCC.[F:22][C:23]1[C:31]([F:32])=[CH:30][C:29]([O:33][Si](C(C)C)(C(C)C)C(C)C)=[CH:28][C:24]=1[C:25]([OH:27])=[O:26].O, predict the reaction product. The product is: [F:22][C:23]1[C:31]([F:32])=[CH:30][C:29]([OH:33])=[CH:28][C:24]=1[C:25]([OH:27])=[O:26]. (4) Given the reactants [CH3:1][C:2]1[CH:3]=[CH:4][C:5]2[O:11][CH2:10][CH:9]3[CH2:12][N:13](C(OC(C)(C)C)=O)[CH2:14][CH2:15][N:8]3[C:7](=[O:23])[C:6]=2[CH:24]=1.C(OCC)(=O)C.[ClH:31], predict the reaction product. The product is: [ClH:31].[CH3:1][C:2]1[CH:3]=[CH:4][C:5]2[O:11][CH2:10][CH:9]3[CH2:12][NH:13][CH2:14][CH2:15][N:8]3[C:7](=[O:23])[C:6]=2[CH:24]=1. (5) Given the reactants O.[CH3:2][C:3]1[CH:4]=[C:5]([CH:10]=[CH:11][C:12]=1[N+:13]([O-:15])=[O:14])[C:6]([NH:8][NH2:9])=[O:7].C(N(CC)CC)C.[CH3:23][C:24]([CH3:29])([CH3:28])[C:25](Cl)=[O:26], predict the reaction product. The product is: [CH3:23][C:24]([CH3:29])([CH3:28])[C:25]([NH:9][NH:8][C:6](=[O:7])[C:5]1[CH:10]=[CH:11][C:12]([N+:13]([O-:15])=[O:14])=[C:3]([CH3:2])[CH:4]=1)=[O:26]. (6) Given the reactants [F:1][C:2]1[CH:20]=[CH:19][C:5]([CH2:6][N:7]2[C:15]3[C:10](=[CH:11][CH:12]=[CH:13][CH:14]=3)[C:9]([C:16]([OH:18])=O)=[N:8]2)=[CH:4][CH:3]=1.CN(C(ON1N=NC2C=CC=CC1=2)=[N+](C)C)C.[B-](F)(F)(F)F.C(N(CC)CC)C.FC(F)(F)C(O)=O.[NH2:57][C@@H:58]([C:71]([CH3:74])([CH3:73])[CH3:72])[C:59]([NH:61][CH2:62][C:63]1[O:67][C:66]([C:68]([NH2:70])=[O:69])=[N:65][N:64]=1)=[O:60], predict the reaction product. The product is: [NH2:70][C:68]([C:66]1[O:67][C:63]([CH2:62][NH:61][C:59]([C@@H:58]([NH:57][C:16]([C:9]2[C:10]3[C:15](=[CH:14][CH:13]=[CH:12][CH:11]=3)[N:7]([CH2:6][C:5]3[CH:4]=[CH:3][C:2]([F:1])=[CH:20][CH:19]=3)[N:8]=2)=[O:18])[C:71]([CH3:73])([CH3:72])[CH3:74])=[O:60])=[N:64][N:65]=1)=[O:69]. (7) Given the reactants CC1(C)C2CC[C@@]31[C@H](C2)N([C:12](=[O:23])[C@H:13]([CH3:22])[C@H:14]([O:19][CH2:20][CH3:21])[CH2:15][CH2:16][CH:17]=[CH2:18])S(=O)(=O)C3.[OH-:27].[Li+].Cl, predict the reaction product. The product is: [CH2:20]([O:19][C@H:14]([CH2:15][CH2:16][CH:17]=[CH2:18])[C@@H:13]([CH3:22])[C:12]([OH:23])=[O:27])[CH3:21].